This data is from Forward reaction prediction with 1.9M reactions from USPTO patents (1976-2016). The task is: Predict the product of the given reaction. (1) Given the reactants [CH3:1][CH2:2][CH2:3][CH2:4][NH:5][C:6]1[CH:7]=[C:8]([C:23]([OH:25])=[O:24])[CH:9]=[C:10]([S:19]([NH2:22])(=[O:21])=[O:20])[C:11]=1[O:12][C:13]1[CH:14]=[CH:15][CH:16]=[CH:17][CH:18]=1.[C:26]([O:30][CH2:31]Cl)(=[O:29])[CH2:27][CH3:28].C(N(CC)CC)C.[I-].[Na+], predict the reaction product. The product is: [NH2:22][S:19]([C:10]1[CH:9]=[C:8]([CH:7]=[C:6]([NH:5][CH2:4][CH2:3][CH2:2][CH3:1])[C:11]=1[O:12][C:13]1[CH:18]=[CH:17][CH:16]=[CH:15][CH:14]=1)[C:23]([O:25][CH2:31][O:30][C:26]([CH2:27][CH3:28])=[O:29])=[O:24])(=[O:21])=[O:20]. (2) Given the reactants [F:1][C:2]1[CH:7]=[CH:6][CH:5]=[C:4]([F:8])[C:3]=1[N:9]1[C:14]2[N:15]=[C:16](S(C)=O)[N:17]=[C:18]([C:19]3[CH:20]=[C:21]([CH:30]=[CH:31][C:32]=3[CH3:33])[C:22]([NH:24][C:25]3[S:26][CH:27]=[CH:28][N:29]=3)=[O:23])[C:13]=2[CH2:12][NH:11][C:10]1=[O:37].CC(N)C(C)[NH2:41].[CH2:44]([N:46]([CH2:49]C)[CH2:47]C)[CH3:45], predict the reaction product. The product is: [F:1][C:2]1[CH:7]=[CH:6][CH:5]=[C:4]([F:8])[C:3]=1[N:9]1[C:14]2[N:15]=[C:16]([NH:41][CH2:45][CH2:44][N:46]([CH3:49])[CH3:47])[N:17]=[C:18]([C:19]3[CH:20]=[C:21]([CH:30]=[CH:31][C:32]=3[CH3:33])[C:22]([NH:24][C:25]3[S:26][CH:27]=[CH:28][N:29]=3)=[O:23])[C:13]=2[CH2:12][NH:11][C:10]1=[O:37]. (3) Given the reactants [C:1](=O)([O:34]C1C=CC([N+]([O-])=O)=CC=1)[O:2][CH2:3][C:4]1[CH:9]=[CH:8][C:7]([C:10]2[CH:19]=[CH:18][CH:17]=[C:16]3[C:11]=2[CH2:12][CH2:13][CH2:14][N:15]3[C:20](=[O:33])[CH2:21][CH2:22][CH2:23][O:24][C:25]2[CH:30]=[CH:29][CH:28]=[C:27]([CH3:31])[C:26]=2[CH3:32])=[CH:6][CH:5]=1.Cl.[NH2:46][CH2:47][C:48]([O:50][CH3:51])=[O:49], predict the reaction product. The product is: [CH3:32][C:26]1[C:27]([CH3:31])=[CH:28][CH:29]=[CH:30][C:25]=1[O:24][CH2:23][CH2:22][CH2:21][C:20]([N:15]1[C:16]2[C:11](=[C:10]([C:7]3[CH:6]=[CH:5][C:4]([CH2:3][O:2][C:1]([NH:46][CH2:47][C:48]([O:50][CH3:51])=[O:49])=[O:34])=[CH:9][CH:8]=3)[CH:19]=[CH:18][CH:17]=2)[CH2:12][CH2:13][CH2:14]1)=[O:33]. (4) Given the reactants [F:1][C:2]1[CH:17]=[CH:16][CH:15]=[CH:14][C:3]=1[CH2:4][O:5][C:6]1[CH:7]=[CH:8][C:9]([C:12]#[N:13])=[N:10][CH:11]=1.CC(C[AlH]CC(C)C)C.Cl.C(=O)(O)[O-].[Na+].[CH3:33][C:34]([S@:37](N)=[O:38])([CH3:36])[CH3:35], predict the reaction product. The product is: [F:1][C:2]1[CH:17]=[CH:16][CH:15]=[CH:14][C:3]=1[CH2:4][O:5][C:6]1[CH:7]=[CH:8][C:9](/[CH:12]=[N:13]/[S@@:37]([C:34]([CH3:36])([CH3:35])[CH3:33])=[O:38])=[N:10][CH:11]=1. (5) The product is: [ClH:16].[ClH:16].[NH2:18][C@@H:19]1[CH2:24][CH2:23][CH2:22][N:21]([C:25]2[C:30]([Br:31])=[CH:29][N:28]=[C:27]3[NH:32][CH:33]=[C:34]([NH:35][C:36]([CH:38]4[CH2:39][CH2:40]4)=[O:37])[C:26]=23)[CH2:20]1. Given the reactants C1C(NN)=NN=C(N(CCO)CCO)C=1.[ClH:16].Cl.[NH2:18][C@@H:19]1[CH2:24][CH2:23][CH2:22][N:21]([C:25]2[C:30]([Br:31])=[CH:29][N:28]=[C:27]3[NH:32][CH:33]=[C:34]([NH:35][C:36]([CH:38]4[CH2:40][CH2:39]4)=[O:37])[C:26]=23)[CH2:20]1, predict the reaction product. (6) Given the reactants [C:1]([O:5][C:6]([NH:8][C@@H:9]([CH2:42][C:43]1[CH:48]=[CH:47][CH:46]=[CH:45][CH:44]=1)[CH2:10][C@@H:11]1[O:15]C(C)(C)[N:13]([C:18]([O:20][CH2:21][C:22]2[CH:27]=[CH:26][CH:25]=[CH:24][CH:23]=2)=[O:19])[C@H:12]1[CH2:28][C:29]1[CH:34]=[CH:33][C:32](OC(=O)C(F)(F)F)=[CH:31][CH:30]=1)=[O:7])([CH3:4])([CH3:3])[CH3:2].[Li+].[Cl-].C([Sn](CCCC)(CCCC)[C:56]1[CH:61]=[CH:60][CH:59]=[CH:58][N:57]=1)CCC.C(N(CC)CC)C.C(OC(OC(C)(C)C)=O)(OC(C)(C)C)=O, predict the reaction product. The product is: [C:1]([O:5][C:6]([NH:8][C@@H:9]([CH2:42][C:43]1[CH:48]=[CH:47][CH:46]=[CH:45][CH:44]=1)[CH2:10][C@H:11]([OH:15])[C@@H:12]([NH:13][C:18](=[O:19])[O:20][CH2:21][C:22]1[CH:23]=[CH:24][CH:25]=[CH:26][CH:27]=1)[CH2:28][C:29]1[CH:34]=[CH:33][C:32]([C:56]2[CH:61]=[CH:60][CH:59]=[CH:58][N:57]=2)=[CH:31][CH:30]=1)=[O:7])([CH3:4])([CH3:2])[CH3:3]. (7) Given the reactants Cl[C:2]1[C:26]([CH3:27])=[CH:25][C:5]2[N:6]=[C:7]3[C:12]([N:13]([CH2:14][CH2:15][CH2:16][C:17]4[CH:22]=[CH:21][CH:20]=[CH:19][CH:18]=4)[C:4]=2[CH:3]=1)=[N:11][C:10](=[O:23])[NH:9][C:8]3=[O:24].[CH:28]1([NH2:33])[CH2:32][CH2:31][CH2:30][CH2:29]1, predict the reaction product. The product is: [CH:28]1([NH:33][C:2]2[C:26]([CH3:27])=[CH:25][C:5]3[N:6]=[C:7]4[C:12]([N:13]([CH2:14][CH2:15][CH2:16][C:17]5[CH:22]=[CH:21][CH:20]=[CH:19][CH:18]=5)[C:4]=3[CH:3]=2)=[N:11][C:10](=[O:23])[NH:9][C:8]4=[O:24])[CH2:32][CH2:31][CH2:30][CH2:29]1.